This data is from Full USPTO retrosynthesis dataset with 1.9M reactions from patents (1976-2016). The task is: Predict the reactants needed to synthesize the given product. (1) Given the product [C:1]([O:5][C:6](=[O:39])[CH2:7][CH2:8][C:9]1[CH:14]=[CH:13][C:12]([O:15][CH2:16][CH2:17][C:18]2[N:19]=[C:20]([C:24]3[CH:25]=[CH:26][C:27]([O:30][CH:41]([CH3:43])[CH3:42])=[CH:28][CH:29]=3)[O:21][C:22]=2[CH3:23])=[CH:11][C:10]=1[CH2:31][NH:32][C:33]([O:35][CH:36]([CH3:37])[CH3:38])=[O:34])([CH3:4])([CH3:3])[CH3:2], predict the reactants needed to synthesize it. The reactants are: [C:1]([O:5][C:6](=[O:39])[CH2:7][CH2:8][C:9]1[CH:14]=[CH:13][C:12]([O:15][CH2:16][CH2:17][C:18]2[N:19]=[C:20]([C:24]3[CH:29]=[CH:28][C:27]([OH:30])=[CH:26][CH:25]=3)[O:21][C:22]=2[CH3:23])=[CH:11][C:10]=1[CH2:31][NH:32][C:33]([O:35][CH:36]([CH3:38])[CH3:37])=[O:34])([CH3:4])([CH3:3])[CH3:2].I[CH:41]([CH3:43])[CH3:42].C([O-])([O-])=O.[K+].[K+]. (2) Given the product [C:11]([C:8]1[O:28][N:27]=[C:6]([NH:5][C:3](=[O:4])[C:2]([CH3:16])([NH:24][CH2:23][CH:20]2[CH2:21][CH2:22][O:17][CH2:18][CH2:19]2)[CH3:15])[CH:7]=1)([CH3:14])([CH3:13])[CH3:12], predict the reactants needed to synthesize it. The reactants are: Br[C:2]([CH3:16])([CH3:15])[C:3]([NH:5][C:6]1ON=[C:8]([C:11]([CH3:14])([CH3:13])[CH3:12])[CH:7]=1)=[O:4].[O:17]1[CH2:22][CH2:21][CH:20]([CH2:23][NH2:24])[CH2:19][CH2:18]1.C(#[N:27])C.[OH2:28].